Dataset: Antibody paratope prediction from SAbDab with 1,023 antibody chains. Task: Token-level Classification. Given an antibody amino acid sequence, predict which amino acid positions are active in antigen binding. Output is a list of indices for active paratope positions. Given the antibody sequence: QVQLAESGPGLVAPSQSLSITCTVSGFSLTDYGVDWVRQPPGKGLEWLGMIWGDGSTDYNSALKSRLSITKDNSKSQVFLKMNSLQTDDTARYYCVRDPADYGNYDYALDYWGQGTSVTVSS, which amino acid positions are active in antigen binding (paratope)? The paratope positions are: [52, 82, 83, 84, 103, 104, 105, 106, 107, 108].